From a dataset of NCI-60 drug combinations with 297,098 pairs across 59 cell lines. Regression. Given two drug SMILES strings and cell line genomic features, predict the synergy score measuring deviation from expected non-interaction effect. (1) Drug 1: C1CC(=O)NC(=O)C1N2CC3=C(C2=O)C=CC=C3N. Drug 2: CCC1=C2CN3C(=CC4=C(C3=O)COC(=O)C4(CC)O)C2=NC5=C1C=C(C=C5)O. Cell line: NCI-H226. Synergy scores: CSS=32.3, Synergy_ZIP=5.06, Synergy_Bliss=4.21, Synergy_Loewe=-5.47, Synergy_HSA=5.74. (2) Drug 1: CCCS(=O)(=O)NC1=C(C(=C(C=C1)F)C(=O)C2=CNC3=C2C=C(C=N3)C4=CC=C(C=C4)Cl)F. Drug 2: C(CC(=O)O)C(=O)CN.Cl. Cell line: SR. Synergy scores: CSS=26.0, Synergy_ZIP=-1.59, Synergy_Bliss=1.48, Synergy_Loewe=-5.45, Synergy_HSA=2.19. (3) Drug 1: CCC1(CC2CC(C3=C(CCN(C2)C1)C4=CC=CC=C4N3)(C5=C(C=C6C(=C5)C78CCN9C7C(C=CC9)(C(C(C8N6C=O)(C(=O)OC)O)OC(=O)C)CC)OC)C(=O)OC)O.OS(=O)(=O)O. Drug 2: C1CC(C1)(C(=O)O)C(=O)O.[NH2-].[NH2-].[Pt+2]. Cell line: SR. Synergy scores: CSS=58.3, Synergy_ZIP=1.73, Synergy_Bliss=4.47, Synergy_Loewe=-15.5, Synergy_HSA=1.72. (4) Drug 1: CC1=C(C=C(C=C1)NC2=NC=CC(=N2)N(C)C3=CC4=NN(C(=C4C=C3)C)C)S(=O)(=O)N.Cl. Drug 2: C1CN(P(=O)(OC1)NCCCl)CCCl. Cell line: MDA-MB-231. Synergy scores: CSS=4.00, Synergy_ZIP=-2.12, Synergy_Bliss=-0.557, Synergy_Loewe=-2.04, Synergy_HSA=0.525. (5) Drug 1: C#CCC(CC1=CN=C2C(=N1)C(=NC(=N2)N)N)C3=CC=C(C=C3)C(=O)NC(CCC(=O)O)C(=O)O. Drug 2: CN(CC1=CN=C2C(=N1)C(=NC(=N2)N)N)C3=CC=C(C=C3)C(=O)NC(CCC(=O)O)C(=O)O. Cell line: NCI-H226. Synergy scores: CSS=11.4, Synergy_ZIP=-6.89, Synergy_Bliss=-0.831, Synergy_Loewe=-0.357, Synergy_HSA=-0.662. (6) Cell line: SK-MEL-5. Drug 2: CN(C(=O)NC(C=O)C(C(C(CO)O)O)O)N=O. Synergy scores: CSS=-0.439, Synergy_ZIP=2.53, Synergy_Bliss=-0.652, Synergy_Loewe=-7.68, Synergy_HSA=-7.77. Drug 1: C1=NNC2=C1C(=O)NC=N2. (7) Drug 1: C1=CC(=C2C(=C1NCCNCCO)C(=O)C3=C(C=CC(=C3C2=O)O)O)NCCNCCO. Drug 2: C1=CC=C(C(=C1)C(C2=CC=C(C=C2)Cl)C(Cl)Cl)Cl. Cell line: DU-145. Synergy scores: CSS=64.8, Synergy_ZIP=4.41, Synergy_Bliss=6.69, Synergy_Loewe=-46.7, Synergy_HSA=6.99. (8) Drug 1: COCCOC1=C(C=C2C(=C1)C(=NC=N2)NC3=CC=CC(=C3)C#C)OCCOC.Cl. Drug 2: N.N.Cl[Pt+2]Cl. Cell line: BT-549. Synergy scores: CSS=28.5, Synergy_ZIP=-4.35, Synergy_Bliss=-4.34, Synergy_Loewe=-5.73, Synergy_HSA=-3.33. (9) Drug 2: C1=CC(=CC=C1CCCC(=O)O)N(CCCl)CCCl. Cell line: KM12. Synergy scores: CSS=4.20, Synergy_ZIP=-3.26, Synergy_Bliss=-0.508, Synergy_Loewe=0.999, Synergy_HSA=1.06. Drug 1: CC1C(C(CC(O1)OC2CC(CC3=C2C(=C4C(=C3O)C(=O)C5=C(C4=O)C(=CC=C5)OC)O)(C(=O)CO)O)N)O.Cl.